This data is from Reaction yield outcomes from USPTO patents with 853,638 reactions. The task is: Predict the reaction yield, written as a fraction of the theoretical maximum amount of product (1.0 means a 100% yield; for example, 0.34 means a 34% yield). (1) The reactants are F[C:2]1[C:9]([CH3:10])=[CH:8][C:5]([C:6]#[N:7])=[CH:4][N:3]=1.Cl.[C:12]([O:16][C:17](=[O:21])[CH2:18][CH2:19][NH2:20])([CH3:15])([CH3:14])[CH3:13].O. The catalyst is CS(C)=O. The product is [C:6]([C:5]1[CH:8]=[C:9]([CH3:10])[C:2]([NH:20][CH2:19][CH2:18][C:17]([O:16][C:12]([CH3:15])([CH3:14])[CH3:13])=[O:21])=[N:3][CH:4]=1)#[N:7]. The yield is 0.940. (2) The reactants are [CH2:1]1[CH2:10][O:9][C:8]2[CH:7]=[CH:6][C:5]([NH:11][C:12]3[C:17]([F:18])=[CH:16][N:15]=[C:14]([NH:19][C:20]4[CH:25]=[CH:24][CH:23]=[C:22](O)[CH:21]=4)[N:13]=3)=[CH:4][C:3]=2[O:2]1.ClC1N=C(NC2C=CC3OCCOC=3C=2)C(F)=CN=1.[CH2:46]([N:53]1[CH2:58][CH2:57][N:56](C2C=CC(N)=CC=2)[CH2:55][CH2:54]1)[C:47]1[CH:52]=[CH:51][CH:50]=[CH:49][CH:48]=1. No catalyst specified. The product is [CH2:46]([N:53]1[CH2:58][CH2:57][N:56]([C:23]2[CH:22]=[CH:21][C:20]([NH:19][C:14]3[N:13]=[C:12]([NH:11][C:5]4[CH:6]=[CH:7][C:8]5[O:9][CH2:10][CH2:1][O:2][C:3]=5[CH:4]=4)[C:17]([F:18])=[CH:16][N:15]=3)=[CH:25][CH:24]=2)[CH2:55][CH2:54]1)[C:47]1[CH:48]=[CH:49][CH:50]=[CH:51][CH:52]=1. The yield is 0.330. (3) The reactants are [Br:1][C:2]1[CH:3]=[C:4]([O:10][C:11]2[C:12]([CH3:17])=[N:13][CH:14]=[CH:15][CH:16]=2)[C:5]([C:8]#[N:9])=[N:6][CH:7]=1.[OH:18]S(O)(=O)=O.[OH-].[Na+]. The catalyst is O. The product is [Br:1][C:2]1[CH:3]=[C:4]([O:10][C:11]2[C:12]([CH3:17])=[N:13][CH:14]=[CH:15][CH:16]=2)[C:5]([C:8]([NH2:9])=[O:18])=[N:6][CH:7]=1. The yield is 0.690.